Dataset: Full USPTO retrosynthesis dataset with 1.9M reactions from patents (1976-2016). Task: Predict the reactants needed to synthesize the given product. (1) Given the product [Cl:17][C:18]1[CH:23]=[C:22]([C:24]2([C:7]3[CH:12]=[C:11]([CH3:13])[N:10]=[C:9]([CH:14]([F:16])[F:15])[CH:8]=3)[C:32]3[C:33](=[C:34]([F:38])[CH:35]=[CH:36][CH:37]=3)[C:39]([NH2:40])=[N:25]2)[CH:21]=[CH:20][N:19]=1, predict the reactants needed to synthesize it. The reactants are: C([Li])CCC.Br[C:7]1[CH:12]=[C:11]([CH3:13])[N:10]=[C:9]([CH:14]([F:16])[F:15])[CH:8]=1.[Cl:17][C:18]1[CH:23]=[C:22](/[C:24](/[C:32]2[CH:37]=[CH:36][CH:35]=[C:34]([F:38])[C:33]=2[C:39]#[N:40])=[N:25]\S(C(C)(C)C)=O)[CH:21]=[CH:20][N:19]=1.Cl.C(OCC)C. (2) Given the product [F:34][C:31]1[CH:30]=[CH:29][C:28]([CH2:27][C:20]2[C:21]3[C:26](=[CH:25][CH:24]=[CH:23][CH:22]=3)[C:17]([N:14]3[CH2:13][CH2:12][N:11]([C:8]4[CH:9]=[CH:10][C:5]([C:4]([OH:35])=[O:3])=[CH:6][N:7]=4)[CH2:16][CH2:15]3)=[N:18][N:19]=2)=[CH:33][CH:32]=1, predict the reactants needed to synthesize it. The reactants are: C([O:3][C:4](=[O:35])[C:5]1[CH:10]=[CH:9][C:8]([N:11]2[CH2:16][CH2:15][N:14]([C:17]3[C:26]4[C:21](=[CH:22][CH:23]=[CH:24][CH:25]=4)[C:20]([CH2:27][C:28]4[CH:33]=[CH:32][C:31]([F:34])=[CH:30][CH:29]=4)=[N:19][N:18]=3)[CH2:13][CH2:12]2)=[N:7][CH:6]=1)C.[OH-].[Li+].C1COCC1.Cl. (3) Given the product [OH:37][CH2:36][C@H:35]([NH:34][C:10]1[N:9]=[C:8]([CH2:7][N:6]2[C:2]([CH3:33])([CH3:1])[C:3](=[O:32])[N:4]([C:19]3[CH:24]=[CH:23][C:22]([S:25]([C:28]([F:31])([F:30])[F:29])(=[O:26])=[O:27])=[CH:21][CH:20]=3)[C:5]2=[O:18])[CH:13]=[CH:12][N:11]=1)[CH3:38], predict the reactants needed to synthesize it. The reactants are: [CH3:1][C:2]1([CH3:33])[N:6]([CH2:7][C:8]2[CH:13]=[CH:12][N:11]=[C:10](S(C)(=O)=O)[N:9]=2)[C:5](=[O:18])[N:4]([C:19]2[CH:24]=[CH:23][C:22]([S:25]([C:28]([F:31])([F:30])[F:29])(=[O:27])=[O:26])=[CH:21][CH:20]=2)[C:3]1=[O:32].[NH2:34][CH:35]([CH3:38])[CH2:36][OH:37].C(=O)([O-])O.[Na+]. (4) Given the product [Cl:16][C:15]1[CH:14]=[CH:13][C:12]([NH:17][C:29]([NH:28][C:22]2[CH:23]=[CH:24][CH:25]=[C:26]([F:27])[C:21]=2[CH3:20])=[S:30])=[C:11]([OH:18])[C:10]=1[S:7]([N:6]([CH3:19])[CH3:5])(=[O:9])=[O:8], predict the reactants needed to synthesize it. The reactants are: NC(N)=S.[CH3:5][N:6]([CH3:19])[S:7]([C:10]1[C:15]([Cl:16])=[CH:14][CH:13]=[C:12]([NH2:17])[C:11]=1[OH:18])(=[O:9])=[O:8].[CH3:20][C:21]1[C:26]([F:27])=[CH:25][CH:24]=[CH:23][C:22]=1[N:28]=[C:29]=[S:30].